This data is from Full USPTO retrosynthesis dataset with 1.9M reactions from patents (1976-2016). The task is: Predict the reactants needed to synthesize the given product. (1) Given the product [O:32]1[CH2:33][CH2:34][N:29]([CH2:28][CH2:27][N:5]([C:6]2[CH:14]=[CH:13][CH:12]=[C:11]3[C:7]=2[C:8](=[O:24])[N:9]([CH2:16][C:17]([O:19][C:20]([CH3:21])([CH3:23])[CH3:22])=[O:18])[C:10]3=[O:15])[S:2]([CH3:1])(=[O:3])=[O:4])[CH2:30][CH2:31]1, predict the reactants needed to synthesize it. The reactants are: [CH3:1][S:2]([NH:5][C:6]1[CH:14]=[CH:13][CH:12]=[C:11]2[C:7]=1[C:8](=[O:24])[N:9]([CH2:16][C:17]([O:19][C:20]([CH3:23])([CH3:22])[CH3:21])=[O:18])[C:10]2=[O:15])(=[O:4])=[O:3].Cl.Cl[CH2:27][CH2:28][N:29]1[CH2:34][CH2:33][O:32][CH2:31][CH2:30]1.C([O-])([O-])=O.[K+].[K+]. (2) Given the product [F:1][C:2]([F:6])([F:5])[CH2:3][NH:4][CH2:16][C:9]1[CH:10]=[C:11]([O:14][CH3:15])[CH:12]=[CH:13][C:8]=1[Br:7], predict the reactants needed to synthesize it. The reactants are: [F:1][C:2]([F:6])([F:5])[CH2:3][NH2:4].[Br:7][C:8]1[CH:13]=[CH:12][C:11]([O:14][CH3:15])=[CH:10][C:9]=1[CH2:16]Br. (3) The reactants are: [Br:1][C:2]1[C:3](F)=[C:4]2[C:10]([NH:11][C:12]([CH:14]3[CH2:18][CH2:17][O:16][CH2:15]3)=[O:13])=[CH:9][NH:8][C:5]2=[N:6][CH:7]=1.[NH:20]1[CH2:25][CH2:24][CH2:23][C@@H:22]([NH:26][C:27](=[O:33])[O:28][C:29]([CH3:32])([CH3:31])[CH3:30])[CH2:21]1. Given the product [Br:1][C:2]1[C:3]([N:20]2[CH2:25][CH2:24][CH2:23][C@@H:22]([NH:26][C:27](=[O:33])[O:28][C:29]([CH3:31])([CH3:30])[CH3:32])[CH2:21]2)=[C:4]2[C:10]([NH:11][C:12]([CH:14]3[CH2:18][CH2:17][O:16][CH2:15]3)=[O:13])=[CH:9][NH:8][C:5]2=[N:6][CH:7]=1, predict the reactants needed to synthesize it. (4) Given the product [Br:10][C:8]1[CH:9]=[C:2]2[C:3]([CH:4]=[C:15]([C:16]([O:18][CH2:19][CH3:20])=[O:17])[CH:14]=[N:1]2)=[CH:6][CH:7]=1, predict the reactants needed to synthesize it. The reactants are: [NH2:1][C:2]1[CH:9]=[C:8]([Br:10])[CH:7]=[CH:6][C:3]=1[CH:4]=O.C(O/[CH:14]=[CH:15]/[C:16]([O:18][CH2:19][CH3:20])=[O:17])C.CC1C=CC(S(O)(=O)=O)=CC=1. (5) Given the product [Br:16][C:12]1[N:9]2[CH2:10][CH2:11][N:6]([CH:3]([CH2:4][CH3:5])[CH2:1][CH3:2])[C:7](=[O:15])[C:8]2=[CH:14][CH:13]=1, predict the reactants needed to synthesize it. The reactants are: [CH2:1]([CH:3]([N:6]1[CH2:11][CH2:10][N:9]2[CH:12]=[CH:13][CH:14]=[C:8]2[C:7]1=[O:15])[CH2:4][CH3:5])[CH3:2].[Br:16]N1C(=O)CCC1=O.